From a dataset of Reaction yield outcomes from USPTO patents with 853,638 reactions. Predict the reaction yield, written as a fraction of the theoretical maximum amount of product (1.0 means a 100% yield; for example, 0.34 means a 34% yield). The reactants are [F:1][C:2]([F:29])([F:28])[C:3]1[CH:27]=[CH:26][CH:25]=[CH:24][C:4]=1[C:5]([N:7]1[CH2:11][C:10]2[CH2:12][N:13]([C:15]3[CH:23]=[CH:22][C:18]([C:19]([OH:21])=O)=[CH:17][N:16]=3)[CH2:14][C:9]=2[CH2:8]1)=[O:6].[CH3:30][NH:31][CH2:32][C:33]1[S:34][CH:35]=[CH:36][N:37]=1. No catalyst specified. The product is [CH3:30][N:31]([CH2:32][C:33]1[S:34][CH:35]=[CH:36][N:37]=1)[C:19](=[O:21])[C:18]1[CH:22]=[CH:23][C:15]([N:13]2[CH2:14][C:9]3[CH2:8][N:7]([C:5](=[O:6])[C:4]4[CH:24]=[CH:25][CH:26]=[CH:27][C:3]=4[C:2]([F:1])([F:29])[F:28])[CH2:11][C:10]=3[CH2:12]2)=[N:16][CH:17]=1. The yield is 0.520.